This data is from Forward reaction prediction with 1.9M reactions from USPTO patents (1976-2016). The task is: Predict the product of the given reaction. (1) Given the reactants Cl.[CH3:2][O:3][C:4]1[CH:9]=[CH:8][C:7]([C:10]2[N:14]([C:15]3[CH:24]=[CH:23][C:18]([O:19][CH2:20][CH2:21][NH2:22])=[CH:17][CH:16]=3)[N:13]=[C:12]([C:25]([F:28])([F:27])[F:26])[CH:11]=2)=[CH:6][CH:5]=1.[CH3:29][S:30](Cl)(=[O:32])=[O:31], predict the reaction product. The product is: [CH3:2][O:3][C:4]1[CH:5]=[CH:6][C:7]([C:10]2[N:14]([C:15]3[CH:24]=[CH:23][C:18]([O:19][CH2:20][CH2:21][NH:22][S:30]([CH3:29])(=[O:32])=[O:31])=[CH:17][CH:16]=3)[N:13]=[C:12]([C:25]([F:28])([F:26])[F:27])[CH:11]=2)=[CH:8][CH:9]=1. (2) Given the reactants [Cl:1][C:2]1[CH:3]=[C:4]([C:9]2([C:23]([F:26])([F:25])[F:24])[O:13][N:12]=[C:11]([C:14]3[CH:21]=[CH:20][C:17]([CH:18]=O)=[C:16]([CH3:22])[CH:15]=3)[CH2:10]2)[CH:5]=[C:6]([Cl:8])[CH:7]=1.[N:27]1[CH:32]=[CH:31][CH:30]=[CH:29][C:28]=1[CH2:33][NH:34][NH2:35].C[OH:37], predict the reaction product. The product is: [Cl:1][C:2]1[CH:3]=[C:4]([C:9]2([C:23]([F:25])([F:24])[F:26])[O:13][N:12]=[C:11]([C:14]3[CH:21]=[CH:20][C:17](/[CH:18]=[N:35]/[NH:34][C:33]([C:28]4[CH:29]=[CH:30][CH:31]=[CH:32][N:27]=4)=[O:37])=[C:16]([CH3:22])[CH:15]=3)[CH2:10]2)[CH:5]=[C:6]([Cl:8])[CH:7]=1. (3) Given the reactants I[C:2]1[C:11]2[C:6](=[CH:7][CH:8]=[CH:9][CH:10]=2)[C:5](=[O:12])[O:4][C:3]=1[CH2:13][CH2:14][CH3:15].[C:16]1(B(O)O)[CH:21]=[CH:20][CH:19]=[CH:18][CH:17]=1.C([O-])([O-])=O.[Cs+].[Cs+], predict the reaction product. The product is: [C:16]1([C:2]2[C:11]3[C:6](=[CH:7][CH:8]=[CH:9][CH:10]=3)[C:5](=[O:12])[O:4][C:3]=2[CH2:13][CH2:14][CH3:15])[CH:21]=[CH:20][CH:19]=[CH:18][CH:17]=1. (4) Given the reactants [N+:1]([C:4]1[CH:13]=[CH:12][CH:11]=[C:10]2[C:5]=1[CH:6]=[CH:7][N:8]([CH:15]1[CH:20]3[CH2:21][CH2:22][N:17]([CH2:18][CH2:19]3)[CH2:16]1)[C:9]2=[O:14])([O-])=O.CO.CN(C)C=O, predict the reaction product. The product is: [NH2:1][C:4]1[CH:13]=[CH:12][CH:11]=[C:10]2[C:5]=1[CH:6]=[CH:7][N:8]([CH:15]1[CH:20]3[CH2:21][CH2:22][N:17]([CH2:18][CH2:19]3)[CH2:16]1)[C:9]2=[O:14]. (5) The product is: [CH:1]1([O:4][C:5]2[CH:6]=[C:7]([C:15]3[NH:24][C:18]4[CH:19]=[N:20][NH:21][C:22](=[O:23])[C:17]=4[C:16]=3[CH2:33][OH:34])[CH:8]=[CH:9][C:10]=2[O:11][CH:12]([F:13])[F:14])[CH2:2][CH2:3]1. Given the reactants [CH:1]1([O:4][C:5]2[CH:6]=[C:7]([C:15]3[N:24](COCC[Si](C)(C)C)[C:18]4[CH:19]=[N:20][NH:21][C:22](=[O:23])[C:17]=4[C:16]=3[CH2:33][OH:34])[CH:8]=[CH:9][C:10]=2[O:11][CH:12]([F:14])[F:13])[CH2:3][CH2:2]1, predict the reaction product. (6) The product is: [Cl:16][C:13]1[CH:14]=[CH:15][C:6]([O:5][CH2:4][C:3]([OH:28])=[O:2])=[C:7]2[C:12]=1[N:11]=[C:10]([CH3:17])[C:9]([CH2:18][C:19]1[CH:20]=[CH:21][C:22]([Cl:25])=[CH:23][CH:24]=1)=[C:8]2[O:26][CH3:27]. Given the reactants C[O:2][C:3](=[O:28])[CH2:4][O:5][C:6]1[CH:15]=[CH:14][C:13]([Cl:16])=[C:12]2[C:7]=1[C:8]([O:26][CH3:27])=[C:9]([CH2:18][C:19]1[CH:24]=[CH:23][C:22]([Cl:25])=[CH:21][CH:20]=1)[C:10]([CH3:17])=[N:11]2.CO.[OH-].[Li+], predict the reaction product. (7) Given the reactants [NH2:1][CH2:2][C:3]1([F:16])[CH2:8][CH2:7][CH2:6][N:5]([C:9]([O:11][C:12]([CH3:15])([CH3:14])[CH3:13])=[O:10])[CH2:4]1.CCN(C(C)C)C(C)C.Cl[C:27]1[C:32]2=[N:33][CH:34]=[CH:35][N:36]=[C:31]2[CH:30]=[C:29]([Cl:37])[N:28]=1, predict the reaction product. The product is: [Cl:37][C:29]1[N:28]=[C:27]([NH:1][CH2:2][C:3]2([F:16])[CH2:8][CH2:7][CH2:6][N:5]([C:9]([O:11][C:12]([CH3:13])([CH3:15])[CH3:14])=[O:10])[CH2:4]2)[C:32]2=[N:33][CH:34]=[CH:35][N:36]=[C:31]2[CH:30]=1. (8) Given the reactants [H-].[Al+3].[Li+].[H-].[H-].[H-].[N:7]1([C:13](=O)[CH2:14][CH2:15][C:16]2[C:24]3[CH2:23][CH2:22][CH2:21][CH2:20][C:19]=3[NH:18][CH:17]=2)[CH2:12][CH2:11][O:10][CH2:9][CH2:8]1, predict the reaction product. The product is: [N:7]1([CH2:13][CH2:14][CH2:15][C:16]2[C:24]3[CH2:23][CH2:22][CH2:21][CH2:20][C:19]=3[NH:18][CH:17]=2)[CH2:12][CH2:11][O:10][CH2:9][CH2:8]1.